This data is from Catalyst prediction with 721,799 reactions and 888 catalyst types from USPTO. The task is: Predict which catalyst facilitates the given reaction. (1) Reactant: [CH3:1][O:2][C:3](=[O:29])[CH2:4][C:5]1[CH:10]=[CH:9][C:8]([OH:11])=[C:7]([O:12][C:13]2[CH:18]=[CH:17][C:16]([N+:19]([O-:21])=[O:20])=[CH:15][C:14]=2[CH2:22][S:23][CH2:24][C:25]([F:28])([F:27])[F:26])[CH:6]=1.C1C=CC(N([S:37]([C:40]([F:43])([F:42])[F:41])(=[O:39])=[O:38])[S:37]([C:40]([F:43])([F:42])[F:41])(=[O:39])=[O:38])=CC=1.C(=O)([O-])[O-].[Cs+].[Cs+]. Product: [CH3:1][O:2][C:3](=[O:29])[CH2:4][C:5]1[CH:10]=[CH:9][C:8]([O:11][S:37]([C:40]([F:43])([F:42])[F:41])(=[O:39])=[O:38])=[C:7]([O:12][C:13]2[CH:18]=[CH:17][C:16]([N+:19]([O-:21])=[O:20])=[CH:15][C:14]=2[CH2:22][S:23][CH2:24][C:25]([F:28])([F:26])[F:27])[CH:6]=1. The catalyst class is: 3. (2) Reactant: [CH2:1]([O:8][C:9]1[CH:14]=[CH:13][C:12]([C:15]([F:18])([F:17])[F:16])=[CH:11][C:10]=1I)[C:2]1[CH:7]=[CH:6][CH:5]=[CH:4][CH:3]=1.C([Mg]Cl)(C)C.C(OCC)C.[B:30](OC)([O:33]C)[O:31]C.Cl. Product: [CH2:1]([O:8][C:9]1[CH:14]=[CH:13][C:12]([C:15]([F:18])([F:17])[F:16])=[CH:11][C:10]=1[B:30]([OH:33])[OH:31])[C:2]1[CH:7]=[CH:6][CH:5]=[CH:4][CH:3]=1. The catalyst class is: 7. (3) Reactant: Br[C:2]1[S:6][C:5]([CH2:7][N:8]([CH3:16])[C:9](=[O:15])[O:10][C:11]([CH3:14])([CH3:13])[CH3:12])=[CH:4][C:3]=1[S:17]([C:20]1[CH:21]=[N:22][CH:23]=[CH:24][CH:25]=1)(=[O:19])=[O:18].[Cl:26][C:27]1[C:32](B(O)O)=[CH:31][CH:30]=[CH:29][N:28]=1.C(=O)([O-])[O-].[Na+].[Na+].COCCOC. Product: [Cl:26][C:27]1[C:32]([C:2]2[S:6][C:5]([CH2:7][N:8]([CH3:16])[C:9](=[O:15])[O:10][C:11]([CH3:14])([CH3:13])[CH3:12])=[CH:4][C:3]=2[S:17]([C:20]2[CH:21]=[N:22][CH:23]=[CH:24][CH:25]=2)(=[O:19])=[O:18])=[CH:31][CH:30]=[CH:29][N:28]=1. The catalyst class is: 690. (4) Reactant: C(N(CC)CC)C.Cl.[NH2:9][CH:10]([C:16]1[CH:21]=[CH:20][C:19]([CH3:22])=[CH:18][N:17]=1)[CH:11]1[CH2:14][C:13](=[O:15])[CH2:12]1.[C:23](O[C:23]([O:25][C:26]([CH3:29])([CH3:28])[CH3:27])=[O:24])([O:25][C:26]([CH3:29])([CH3:28])[CH3:27])=[O:24]. Product: [CH3:22][C:19]1[CH:20]=[CH:21][C:16]([CH:10]([NH:9][C:23](=[O:24])[O:25][C:26]([CH3:29])([CH3:28])[CH3:27])[CH:11]2[CH2:12][C:13](=[O:15])[CH2:14]2)=[N:17][CH:18]=1. The catalyst class is: 98. (5) Reactant: [C:1]([O:7][C:8]1[CH:13]=[CH:12][CH:11]=[C:10]([CH:14]=[O:15])[CH:9]=1)(=[O:6])[C:2]([CH3:5])([CH3:4])[CH3:3].[BH4-].[Na+]. Product: [C:1]([O:7][C:8]1[CH:13]=[CH:12][CH:11]=[C:10]([CH2:14][OH:15])[CH:9]=1)(=[O:6])[C:2]([CH3:5])([CH3:4])[CH3:3]. The catalyst class is: 5. (6) Reactant: [Br:1][C:2]1[CH:3]=[C:4]([CH2:12][OH:13])[CH:5]=[C:6]([C:8]([F:11])([F:10])[F:9])[CH:7]=1.CC(OI1(OC(C)=O)(OC(C)=O)OC(=O)C2C=CC=CC1=2)=O.[OH-].[Na+]. Product: [Br:1][C:2]1[CH:3]=[C:4]([CH:5]=[C:6]([C:8]([F:9])([F:10])[F:11])[CH:7]=1)[CH:12]=[O:13]. The catalyst class is: 2. (7) Reactant: [OH:1][CH2:2][CH2:3][C@@H:4]1[NH:18][C:17](=[O:19])[N:16]([CH3:20])[CH2:15][CH2:14][CH2:13][CH2:12][CH:11]=[CH:10][C@H:9]2[C@@:7]([C:21]([O:23][CH2:24][CH3:25])=[O:22])([CH2:8]2)[NH:6][C:5]1=[O:26].[CH:27]([C:30]1[N:31]=[C:32]([C:35]2[CH:44]=[C:43](O)[C:42]3[C:37](=[C:38]([CH3:48])[C:39]([O:46][CH3:47])=[CH:40][CH:41]=3)[N:36]=2)[S:33][CH:34]=1)([CH3:29])[CH3:28].C1(P(C2C=CC=CC=2)C2C=CC=CC=2)C=CC=CC=1.CC(OC(/N=N/C(OC(C)C)=O)=O)C. Product: [CH:27]([C:30]1[N:31]=[C:32]([C:35]2[CH:44]=[C:43]([O:1][CH2:2][CH2:3][C@@H:4]3[NH:18][C:17](=[O:19])[N:16]([CH3:20])[CH2:15][CH2:14][CH2:13][CH2:12][CH:11]=[CH:10][C@H:9]4[C@@:7]([C:21]([O:23][CH2:24][CH3:25])=[O:22])([CH2:8]4)[NH:6][C:5]3=[O:26])[C:42]3[C:37](=[C:38]([CH3:48])[C:39]([O:46][CH3:47])=[CH:40][CH:41]=3)[N:36]=2)[S:33][CH:34]=1)([CH3:29])[CH3:28]. The catalyst class is: 1.